From a dataset of Reaction yield outcomes from USPTO patents with 853,638 reactions. Predict the reaction yield, written as a fraction of the theoretical maximum amount of product (1.0 means a 100% yield; for example, 0.34 means a 34% yield). The catalyst is CN(C=O)C. The yield is 0.800. The product is [CH2:21]([O:14][C:13]1[CH:12]=[CH:11][S:10][C:9]=1[C:7]([NH:6][C:2]([CH3:1])([CH3:5])[C:3]#[CH:4])=[O:8])[C:22]1[CH:27]=[CH:26][CH:25]=[CH:24][CH:23]=1. The reactants are [CH3:1][C:2]([NH:6][C:7]([C:9]1[S:10][CH:11]=[CH:12][C:13]=1[OH:14])=[O:8])([CH3:5])[C:3]#[CH:4].C([O-])([O-])=O.[Cs+].[Cs+].[CH2:21](Br)[C:22]1[CH:27]=[CH:26][CH:25]=[CH:24][CH:23]=1.